From a dataset of HIV replication inhibition screening data with 41,000+ compounds from the AIDS Antiviral Screen. Binary Classification. Given a drug SMILES string, predict its activity (active/inactive) in a high-throughput screening assay against a specified biological target. (1) The compound is CCCc1n[nH]c(CCC(=O)N(Cc2ccccc2)Cc2ccccc2)c1CC. The result is 0 (inactive). (2) The compound is Cn1c(=O)c2nc(N3CCOCC3)cnc2n(C)c1=O. The result is 0 (inactive). (3) The molecule is CCOC(=O)Cn1nc2oc(=O)c(CCN3CCN(c4ccccc4OC)CC3)c(C)c2c1C. The result is 0 (inactive). (4) The result is 0 (inactive). The compound is COc1cc(C)c2c(c1)C=C1C(=O)C(O)=C(C(C)C)C(=O)C1=CC2. (5) The drug is Br.CC1(C)CC(=O)C(=CNc2nc(-c3ccccc3)cs2)C(=O)C1. The result is 0 (inactive).